This data is from Peptide-MHC class I binding affinity with 185,985 pairs from IEDB/IMGT. The task is: Regression. Given a peptide amino acid sequence and an MHC pseudo amino acid sequence, predict their binding affinity value. This is MHC class I binding data. The peptide sequence is KRGIDKAVI. The MHC is Mamu-B08 with pseudo-sequence Mamu-B08. The binding affinity (normalized) is 0.244.